This data is from Full USPTO retrosynthesis dataset with 1.9M reactions from patents (1976-2016). The task is: Predict the reactants needed to synthesize the given product. Given the product [CH3:1][C:2]1[C:3]([O:13][CH2:14][C@@H:15]([OH:17])[CH3:16])=[CH:4][N:5]2[C:10]=1[C:9]([S:11][CH3:12])=[N:8][CH:7]=[N:6]2, predict the reactants needed to synthesize it. The reactants are: [CH3:1][C:2]1[C:3]([OH:13])=[CH:4][N:5]2[C:10]=1[C:9]([S:11][CH3:12])=[N:8][CH:7]=[N:6]2.[CH2:14]1[O:17][C@H:15]1[CH3:16].C(N(CC)CC)C.